This data is from Reaction yield outcomes from USPTO patents with 853,638 reactions. The task is: Predict the reaction yield, written as a fraction of the theoretical maximum amount of product (1.0 means a 100% yield; for example, 0.34 means a 34% yield). The reactants are [Cl:1][C:2]1[N:10]=[CH:9][C:8]([F:11])=[CH:7][C:3]=1[C:4](O)=[O:5].C[N:13](C=O)C.C(Cl)(=O)C(Cl)=O. The catalyst is C(Cl)Cl. The product is [Cl:1][C:2]1[N:10]=[CH:9][C:8]([F:11])=[CH:7][C:3]=1[C:4]([NH2:13])=[O:5]. The yield is 0.890.